This data is from Catalyst prediction with 721,799 reactions and 888 catalyst types from USPTO. The task is: Predict which catalyst facilitates the given reaction. Reactant: C(OC(=O)[NH:7][CH:8]([C:13]([N:15]1[CH2:19][CH:18]([O:20][C:21]2[C:30]3[C:25](=C(Cl)[CH:27]=[CH:28][CH:29]=3)[N:24]=[C:23]([O:32][CH2:33][CH:34]([O:37][CH3:38])[O:35][CH3:36])[CH:22]=2)[CH2:17][CH:16]1[C:39](=[O:57])[NH:40][C:41]1([C:46]([NH:48][S:49]([O:52][C:53]2([CH3:56])[CH2:55][CH2:54]2)(=[O:51])=[O:50])=[O:47])[CH2:43][CH:42]1[CH2:44][CH3:45])=[O:14])[C:9]([CH3:12])([CH3:11])[CH3:10])(C)(C)C.C(O)(C(F)(F)F)=O.[F:66][C:67]([F:85])([F:84])[C:68]([O:71][C:72](=[O:83])OC1C=CC([N+]([O-])=O)=CC=1)([CH3:70])[CH3:69].C(N(C(C)C)CC)(C)C.[CH2:95]([Cl:97])Cl. Product: [F:85][C:67]([F:66])([F:84])[C:68]([O:71][C:72](=[O:83])[NH:7][CH:8]([C:13]([N:15]1[CH2:19][CH:18]([O:20][C:21]2[C:30]3[C:25](=[C:95]([Cl:97])[CH:27]=[CH:28][CH:29]=3)[N:24]=[C:23]([O:32][CH2:33][CH:34]([O:35][CH3:36])[O:37][CH3:38])[CH:22]=2)[CH2:17][CH:16]1[C:39](=[O:57])[NH:40][C:41]1([C:46]([NH:48][S:49]([O:52][C:53]2([CH3:56])[CH2:54][CH2:55]2)(=[O:50])=[O:51])=[O:47])[CH2:43][CH:42]1[CH2:44][CH3:45])=[O:14])[C:9]([CH3:10])([CH3:11])[CH3:12])([CH3:69])[CH3:70]. The catalyst class is: 5.